This data is from Catalyst prediction with 721,799 reactions and 888 catalyst types from USPTO. The task is: Predict which catalyst facilitates the given reaction. (1) Reactant: [Si]([O:8][C@@H:9]1[C@@H:16]2[N:12]([N:13]=[C:14]([C:22]3[CH:29]=[CH:28][C:25]([C:26]#[N:27])=[C:24]([Cl:30])[C:23]=3[CH3:31])[C@H:15]2[O:17][CH2:18][CH:19]2[CH2:21][CH2:20]2)[CH2:11][CH2:10]1)(C(C)(C)C)(C)C.CCCC[N+](CCCC)(CCCC)CCCC.[F-]. Product: [Cl:30][C:24]1[C:23]([CH3:31])=[C:22]([C:14]2[C@@H:15]([O:17][CH2:18][CH:19]3[CH2:21][CH2:20]3)[C@@H:16]3[C@@H:9]([OH:8])[CH2:10][CH2:11][N:12]3[N:13]=2)[CH:29]=[CH:28][C:25]=1[C:26]#[N:27]. The catalyst class is: 56. (2) Reactant: [CH3:1][O:2][CH2:3][CH2:4][CH2:5][OH:6].[H-].[Na+].Cl[C:10]1[CH:15]=[N:14][C:13]([Cl:16])=[CH:12][N:11]=1. Product: [Cl:16][C:13]1[CH:12]=[N:11][C:10]([O:6][CH2:5][CH2:4][CH2:3][O:2][CH3:1])=[CH:15][N:14]=1. The catalyst class is: 9.